This data is from Forward reaction prediction with 1.9M reactions from USPTO patents (1976-2016). The task is: Predict the product of the given reaction. Given the reactants [C:1]([CH2:3][CH2:4][C:5]1[CH:6]=[C:7]([C:15]2[N:16]=[C:17]([CH2:20][N:21]3[CH:25]=[C:24]([C:26]([O:28][CH2:29][CH3:30])=[O:27])[CH:23]=[N:22]3)[S:18][CH:19]=2)[CH:8]=[C:9]([C:11]([F:14])([F:13])[F:12])[CH:10]=1)#[N:2].P([S-])(OCC)(OCC)=[S:32].C(=O)([O-])O.[Na+], predict the reaction product. The product is: [NH2:2][C:1](=[S:32])[CH2:3][CH2:4][C:5]1[CH:6]=[C:7]([C:15]2[N:16]=[C:17]([CH2:20][N:21]3[CH:25]=[C:24]([C:26]([O:28][CH2:29][CH3:30])=[O:27])[CH:23]=[N:22]3)[S:18][CH:19]=2)[CH:8]=[C:9]([C:11]([F:12])([F:13])[F:14])[CH:10]=1.